This data is from Catalyst prediction with 721,799 reactions and 888 catalyst types from USPTO. The task is: Predict which catalyst facilitates the given reaction. (1) Reactant: [Cl:1][C:2]1[C:10]2[N:9]=[C:8]3[N:11]([C:15]4[C:20]([Cl:21])=[CH:19][C:18]([Cl:22])=[CH:17][C:16]=4[Cl:23])[CH2:12][CH2:13][CH2:14][N:7]3[C:6]=2[C:5]([CH:24](Cl)[C:25]([F:28])([F:27])[F:26])=[CH:4][CH:3]=1.[N-:30]=[N+:31]=[N-:32].[Na+]. Product: [N:30]([CH:24]([C:5]1[C:6]2[N:7]3[CH2:14][CH2:13][CH2:12][N:11]([C:15]4[C:16]([Cl:23])=[CH:17][C:18]([Cl:22])=[CH:19][C:20]=4[Cl:21])[C:8]3=[N:9][C:10]=2[C:2]([Cl:1])=[CH:3][CH:4]=1)[C:25]([F:27])([F:28])[F:26])=[N+:31]=[N-:32]. The catalyst class is: 148. (2) Reactant: [CH3:1][O:2][C:3]1[CH:8]=[CH:7][C:6]([CH2:9][C:10]([OH:12])=O)=[C:5]([C:13]([F:16])([F:15])[F:14])[CH:4]=1.CN(C(ON1N=NC2C=CC=NC1=2)=[N+](C)C)C.F[P-](F)(F)(F)(F)F.Cl.[NH2:42][C:43]1[CH:44]=[CH:45][C:46]([C:49]([O:51][CH3:52])=[O:50])=[N:47][CH:48]=1.C(N(CC)CC)C. Product: [CH3:1][O:2][C:3]1[CH:8]=[CH:7][C:6]([CH2:9][C:10]([NH:42][C:43]2[CH:44]=[CH:45][C:46]([C:49]([O:51][CH3:52])=[O:50])=[N:47][CH:48]=2)=[O:12])=[C:5]([C:13]([F:16])([F:15])[F:14])[CH:4]=1. The catalyst class is: 499. (3) Reactant: [F:1][C:2]([F:22])([F:21])[C:3]([N:5]([CH2:16][C:17]([F:20])([F:19])[F:18])[CH2:6][CH2:7][NH:8]C(=O)OC(C)(C)C)=[O:4].[ClH:23].C(OCC)(=O)C. Product: [ClH:23].[NH2:8][CH2:7][CH2:6][N:5]([CH2:16][C:17]([F:18])([F:19])[F:20])[C:3](=[O:4])[C:2]([F:22])([F:1])[F:21]. The catalyst class is: 13. (4) Reactant: [Cl:1][C:2]1[C:3]([CH3:11])=[N:4][CH:5]=[C:6]([CH3:10])[C:7]=1[O:8][CH3:9].C(N)(N)=[O:13].OO.C1(=O)OC(=O)C2=CC=CC=C12.S([O-])([O-])(=O)=S.[Na+].[Na+]. Product: [Cl:1][C:2]1[C:3]([CH3:11])=[N+:4]([O-:13])[CH:5]=[C:6]([CH3:10])[C:7]=1[O:8][CH3:9]. The catalyst class is: 526. (5) The catalyst class is: 1. Product: [C:7]([N:11]1[C:23](=[O:24])[C:22]([OH:28])=[C:15]([C:16]2[CH:21]=[CH:20][CH:19]=[CH:18][CH:17]=2)[S:12]1(=[O:14])=[O:13])([CH3:10])([CH3:8])[CH3:9]. Reactant: CC(C)([O-])C.[K+].[C:7]([NH:11][S:12]([CH2:15][C:16]1[CH:21]=[CH:20][CH:19]=[CH:18][CH:17]=1)(=[O:14])=[O:13])([CH3:10])([CH3:9])[CH3:8].[C:22](OCC)(=[O:28])[C:23](OCC)=[O:24].Cl. (6) Reactant: [O:1]1[CH2:6][CH2:5][O:4][CH2:3][CH:2]1[CH2:7][N:8](C)[C:9](=O)OCC1C=CC=CC=1.[ClH:20]. Product: [ClH:20].[O:1]1[CH2:6][CH2:5][O:4][CH2:3][CH:2]1[CH2:7][NH:8][CH3:9]. The catalyst class is: 29. (7) Reactant: [I:1][C:2]1[CH:7]=[C:6]([C:8](OCC)=[O:9])[N:5]=[C:4]([C:13]([O:15][CH2:16][CH3:17])=[O:14])[CH:3]=1.[BH4-].[Na+].I.C([O-])(O)=O.[Na+]. Product: [OH:9][CH2:8][C:6]1[N:5]=[C:4]([C:13]([O:15][CH2:16][CH3:17])=[O:14])[CH:3]=[C:2]([I:1])[CH:7]=1. The catalyst class is: 14.